Dataset: Forward reaction prediction with 1.9M reactions from USPTO patents (1976-2016). Task: Predict the product of the given reaction. (1) Given the reactants C([O:5][C:6](=[O:60])[CH2:7][CH:8]1[O:13]C(C)(C)[O:11][CH:10]([CH2:16][CH2:17][NH:18][C:19]([C@:21]23[CH2:56][CH2:55][C@@H:54]([C:57]([CH3:59])=[CH2:58])[C@@H:22]2[C@@H:23]2[C@@:36]([CH3:39])([CH2:37][CH2:38]3)[C@@:35]3([CH3:40])[C@@H:26]([C@:27]4([CH3:53])[C@@H:32]([CH2:33][CH2:34]3)[C:31]([CH3:42])([CH3:41])[C@@H:30]([O:43][C:44](=[O:52])[CH2:45][C:46]([CH3:51])([CH3:50])[C:47]([OH:49])=[O:48])[CH2:29][CH2:28]4)[CH2:25][CH2:24]2)=[O:20])[CH2:9]1)(C)(C)C.Cl, predict the reaction product. The product is: [C:47]([C:46]([CH3:51])([CH3:50])[CH2:45][C:44]([O:43][C@H:30]1[CH2:29][CH2:28][C@@:27]2([CH3:53])[C@@H:32]([CH2:33][CH2:34][C@:35]3([CH3:40])[C@@H:26]2[CH2:25][CH2:24][C@H:23]2[C@@:36]3([CH3:39])[CH2:37][CH2:38][C@@:21]3([C:19]([NH:18][CH2:17][CH2:16][CH:10]([OH:11])[CH2:9][CH:8]([OH:13])[CH2:7][C:6]([OH:60])=[O:5])=[O:20])[CH2:56][CH2:55][C@@H:54]([C:57]([CH3:59])=[CH2:58])[C@@H:22]32)[C:31]1([CH3:42])[CH3:41])=[O:52])([OH:49])=[O:48]. (2) Given the reactants [F:1][C:2]([F:33])([F:32])[O:3][C:4]1[CH:9]=[CH:8][C:7]([NH:10][C:11](=[O:31])[C:12]2[CH:17]=[C:16]([NH2:18])[C:15]([NH:19][CH2:20][C:21]([OH:24])([CH3:23])[CH3:22])=[CH:14][C:13]=2[N:25]2[CH2:30][CH2:29][O:28][CH2:27][CH2:26]2)=[CH:6][CH:5]=1.[Cl:34][C:35]1[C:48]([N:49]=[C:50]=S)=[C:47]([Cl:52])[CH:46]=[CH:45][C:36]=1[CH2:37][NH:38][C:39](=[O:44])[C:40]([CH3:43])([CH3:42])[CH3:41].CC(C)N=C=NC(C)C, predict the reaction product. The product is: [F:33][C:2]([F:1])([F:32])[O:3][C:4]1[CH:9]=[CH:8][C:7]([NH:10][C:11]([C:12]2[C:13]([N:25]3[CH2:30][CH2:29][O:28][CH2:27][CH2:26]3)=[CH:14][C:15]3[N:19]([CH2:20][C:21]([OH:24])([CH3:23])[CH3:22])[C:50]([NH:49][C:48]4[C:47]([Cl:52])=[CH:46][CH:45]=[C:36]([CH2:37][NH:38][C:39](=[O:44])[C:40]([CH3:41])([CH3:42])[CH3:43])[C:35]=4[Cl:34])=[N:18][C:16]=3[CH:17]=2)=[O:31])=[CH:6][CH:5]=1. (3) The product is: [Cl:1][C:2]1[CH:3]=[C:4]([C:8]2[CH:9]=[C:10]3[C:15](=[CH:16][CH:17]=2)[NH:14][C:13](=[O:18])[N:12]([CH3:25])[C:11]3([CH:20]2[CH2:21][CH2:22]2)[CH3:19])[CH:5]=[CH:6][CH:7]=1. Given the reactants [Cl:1][C:2]1[CH:3]=[C:4]([C:8]2[CH:9]=[C:10]3[C:15](=[CH:16][CH:17]=2)[NH:14][C:13](=[O:18])[NH:12][C:11]3([CH:20]2[CH2:22][CH2:21]2)[CH3:19])[CH:5]=[CH:6][CH:7]=1.[H-].[Na+].[CH3:25]I.[Cl-].[NH4+].Cl, predict the reaction product.